This data is from Forward reaction prediction with 1.9M reactions from USPTO patents (1976-2016). The task is: Predict the product of the given reaction. (1) Given the reactants C1(C)C=CC(S([O-])(=O)=O)=CC=1.[NH+]1C=CC=CC=1.O1CCCCC1[O:24][C:25]1[CH:30]=[CH:29][C:28]([N:31]2[CH2:36][CH2:35][CH:34]([O:37][CH2:38][C:39]3[CH:44]=[CH:43][C:42]([O:45][C:46]([F:49])([F:48])[F:47])=[CH:41][CH:40]=3)[CH2:33][CH2:32]2)=[CH:27][CH:26]=1, predict the reaction product. The product is: [F:48][C:46]([F:47])([F:49])[O:45][C:42]1[CH:41]=[CH:40][C:39]([CH2:38][O:37][CH:34]2[CH2:35][CH2:36][N:31]([C:28]3[CH:29]=[CH:30][C:25]([OH:24])=[CH:26][CH:27]=3)[CH2:32][CH2:33]2)=[CH:44][CH:43]=1. (2) Given the reactants [NH2:1][C@@H:2]([CH2:5][O:6][CH2:7][C:8]1[CH:13]=[CH:12][CH:11]=[CH:10][CH:9]=1)[CH2:3][OH:4].[CH:14]1([CH2:20][CH2:21][C@H:22]2[CH2:24][O:23]2)[CH2:19][CH2:18][CH2:17][CH2:16][CH2:15]1, predict the reaction product. The product is: [CH2:7]([O:6][CH2:5][C@H:2]([NH:1][CH2:24][C@@H:22]([OH:23])[CH2:21][CH2:20][CH:14]1[CH2:19][CH2:18][CH2:17][CH2:16][CH2:15]1)[CH2:3][OH:4])[C:8]1[CH:13]=[CH:12][CH:11]=[CH:10][CH:9]=1.